This data is from Forward reaction prediction with 1.9M reactions from USPTO patents (1976-2016). The task is: Predict the product of the given reaction. (1) The product is: [C:20]([NH:1][C@H:2]1[C@H:7]2[CH2:8][C@H:4]([C@@H:5]([C:16]([O:18][CH3:19])=[O:17])[N:6]2[C:9]([O:11][C:12]([CH3:13])([CH3:14])[CH3:15])=[O:10])[CH2:3]1)(=[O:22])[CH3:21]. Given the reactants [NH2:1][C@H:2]1[C@H:7]2[CH2:8][C@H:4]([C@@H:5]([C:16]([O:18][CH3:19])=[O:17])[N:6]2[C:9]([O:11][C:12]([CH3:15])([CH3:14])[CH3:13])=[O:10])[CH2:3]1.[C:20](OC(=O)C)(=[O:22])[CH3:21], predict the reaction product. (2) Given the reactants C([O:4][C@H:5]([CH2:11][C:12]1[CH:17]=[CH:16][CH:15]=[CH:14][C:13]=1[OH:18])[C:6]([O:8]CC)=[O:7])(=O)C.[CH3:19][O:20][C:21]1[CH:26]=[CH:25][CH:24]=[CH:23][C:22]=1[C:27]1[N:32]=[C:31]([CH2:33]O)[CH:30]=[CH:29][N:28]=1.C1(P(C2C=CC=CC=2)C2C=CC=CC=2)C=CC=CC=1.CCOC(/N=N/C(OCC)=O)=O, predict the reaction product. The product is: [OH:4][C@H:5]([CH2:11][C:12]1[CH:17]=[CH:16][CH:15]=[CH:14][C:13]=1[O:18][CH2:33][C:31]1[CH:30]=[CH:29][N:28]=[C:27]([C:22]2[CH:23]=[CH:24][CH:25]=[CH:26][C:21]=2[O:20][CH3:19])[N:32]=1)[C:6]([OH:8])=[O:7]. (3) Given the reactants [Si:1]([O:8][CH2:9][C:10]1[N:15]=[CH:14][C:13]2[N:16]=[CH:17][N:18]([C:19]3[S:23][C:22]([C:24]([O:26][CH3:27])=[O:25])=[C:21]([OH:28])[CH:20]=3)[C:12]=2[CH:11]=1)([C:4]([CH3:7])([CH3:6])[CH3:5])([CH3:3])[CH3:2].[Cl:29][C:30]1[CH:35]=[CH:34][CH:33]=[CH:32][C:31]=1[CH:36](O)[C:37]([F:40])([F:39])[F:38].C1(P(C2C=CC=CC=2)C2C=CC=CC=2)C=CC=CC=1.N(C(OC(C)(C)C)=O)=NC(OC(C)(C)C)=O, predict the reaction product. The product is: [Si:1]([O:8][CH2:9][C:10]1[N:15]=[CH:14][C:13]2[N:16]=[CH:17][N:18]([C:19]3[S:23][C:22]([C:24]([O:26][CH3:27])=[O:25])=[C:21]([O:28][CH:36]([C:31]4[CH:32]=[CH:33][CH:34]=[CH:35][C:30]=4[Cl:29])[C:37]([F:38])([F:40])[F:39])[CH:20]=3)[C:12]=2[CH:11]=1)([C:4]([CH3:5])([CH3:6])[CH3:7])([CH3:2])[CH3:3]. (4) Given the reactants [BH4-].[Na+].C([O:5][C:6]([CH2:8][N:9]1[C:13]2([CH2:18][CH2:17][N:16]([C:19]([O:21][C:22]([CH3:25])([CH3:24])[CH3:23])=[O:20])[CH2:15][CH2:14]2)[C:12](=[O:26])[N:11]([CH3:27])[C:10]1=[O:28])=O)C.CO, predict the reaction product. The product is: [OH:5][CH2:6][CH2:8][N:9]1[C:13]2([CH2:18][CH2:17][N:16]([C:19]([O:21][C:22]([CH3:23])([CH3:24])[CH3:25])=[O:20])[CH2:15][CH2:14]2)[C:12](=[O:26])[N:11]([CH3:27])[C:10]1=[O:28].